From a dataset of Full USPTO retrosynthesis dataset with 1.9M reactions from patents (1976-2016). Predict the reactants needed to synthesize the given product. (1) Given the product [CH2:7]([NH:6][C@@H:4]([CH:1]1[CH2:3][CH2:2]1)[CH3:5])[C:8]1[CH:13]=[CH:12][CH:11]=[CH:10][CH:9]=1, predict the reactants needed to synthesize it. The reactants are: [CH:1]1([C@@H:4]([NH2:6])[CH3:5])[CH2:3][CH2:2]1.[CH:7](=O)[C:8]1[CH:13]=[CH:12][CH:11]=[CH:10][CH:9]=1.[BH-](OC(C)=O)(OC(C)=O)OC(C)=O.[Na+]. (2) Given the product [C:27]1([S:24]([N:23]2[C:19]3[CH:18]=[N:17][C:16]([C:37]#[N:38])=[C:15]([CH2:14][CH:11]4[CH2:12][CH2:13][NH:8][CH2:9][CH2:10]4)[C:20]=3[C:21]3[CH:36]=[CH:35][CH:34]=[N:33][C:22]2=3)(=[O:26])=[O:25])[CH:28]=[CH:29][CH:30]=[CH:31][CH:32]=1, predict the reactants needed to synthesize it. The reactants are: C(OC([N:8]1[CH2:13][CH2:12][CH:11]([CH2:14][C:15]2[C:20]3[C:21]4[CH:36]=[CH:35][CH:34]=[N:33][C:22]=4[N:23]([S:24]([C:27]4[CH:32]=[CH:31][CH:30]=[CH:29][CH:28]=4)(=[O:26])=[O:25])[C:19]=3[CH:18]=[N:17][C:16]=2[C:37]#[N:38])[CH2:10][CH2:9]1)=O)(C)(C)C.FC(F)(F)C(O)=O. (3) Given the product [Cl:1][C:2]1[CH:3]=[C:4]([C:9]([C:12]2[N:16]([C:17]3[CH:22]=[CH:21][C:20]([F:23])=[C:19]([O:24][CH3:25])[CH:18]=3)[C:15]([S:26][CH2:27][C:28]3[CH:29]=[CH:30][C:31]([CH2:38][CH2:39][CH2:40][OH:41])=[C:32]([CH:37]=3)[C:33]([O:35][CH3:36])=[O:34])=[N:14][CH:13]=2)([CH3:11])[CH3:10])[CH:5]=[CH:6][C:7]=1[Cl:8], predict the reactants needed to synthesize it. The reactants are: [Cl:1][C:2]1[CH:3]=[C:4]([C:9]([C:12]2[N:16]([C:17]3[CH:22]=[CH:21][C:20]([F:23])=[C:19]([O:24][CH3:25])[CH:18]=3)[C:15]([S:26][CH2:27][C:28]3[CH:29]=[CH:30][C:31]([C:38]#[C:39][CH2:40][OH:41])=[C:32]([CH:37]=3)[C:33]([O:35][CH3:36])=[O:34])=[N:14][CH:13]=2)([CH3:11])[CH3:10])[CH:5]=[CH:6][C:7]=1[Cl:8].[H][H].